Dataset: Catalyst prediction with 721,799 reactions and 888 catalyst types from USPTO. Task: Predict which catalyst facilitates the given reaction. (1) Reactant: C(O[K])(C)(C)C.[C:7]([OH:13])(=[O:12])[C:8]([CH3:11])([CH3:10])[CH3:9].[Br:14][C:15]([F:23])([F:22])[C:16]([F:21])([F:20])[CH2:17][CH2:18]Br.C1(C)C=CC=CC=1. Product: [C:7]([O:13][CH2:18][CH2:17][C:16]([F:21])([F:20])[C:15]([Br:14])([F:23])[F:22])(=[O:12])[C:8]([CH3:11])([CH3:10])[CH3:9]. The catalyst class is: 58. (2) Reactant: [CH3:1][N:2]([CH3:26])[C:3]([C:5]1[CH:6]=[CH:7][C:8]([F:25])=[C:9]([NH:11][C:12]([C:14]2[N:18]([CH2:19][CH3:20])[N:17]=[C:16]([C:21]([CH3:24])([CH3:23])[CH3:22])[CH:15]=2)=[O:13])[CH:10]=1)=[O:4].[B-](F)(F)(F)[F:28].[B-](F)(F)(F)F.C1[N+]2(CCl)CC[N+](F)(CC2)C1. Product: [CH3:26][N:2]([CH3:1])[C:3]([C:5]1[CH:6]=[CH:7][C:8]([F:25])=[C:9]([NH:11][C:12]([C:14]2[N:18]([CH2:19][CH3:20])[N:17]=[C:16]([C:21]([CH3:22])([CH3:24])[CH3:23])[C:15]=2[F:28])=[O:13])[CH:10]=1)=[O:4]. The catalyst class is: 10. (3) Reactant: [CH2:1]([S:8][C:9]1[CH:10]=[C:11]2[C:16](=[CH:17][CH:18]=1)[N:15]([C@@H:19]1[CH2:24][CH2:23][CH2:22][CH2:21][C@H:20]1[OH:25])[C:14](=[O:26])[CH:13]=[CH:12]2)[C:2]1[CH:7]=[CH:6][CH:5]=[CH:4][CH:3]=1.[CH3:27][Si]([N-][Si](C)(C)C)(C)C.[K+].O1CCCC1.IC.[Cl-].[NH4+]. Product: [CH2:1]([S:8][C:9]1[CH:10]=[C:11]2[C:16](=[CH:17][CH:18]=1)[N:15]([C@@H:19]1[CH2:24][CH2:23][CH2:22][CH2:21][C@H:20]1[O:25][CH3:27])[C:14](=[O:26])[CH:13]=[CH:12]2)[C:2]1[CH:7]=[CH:6][CH:5]=[CH:4][CH:3]=1. The catalyst class is: 25. (4) Reactant: C([N:3]([CH2:6][CH3:7])[CH2:4][CH3:5])C.Cl[C:9]1[N:18]=[C:17]2[C:12]([C:13](=[O:25])[C:14]([C:22]([OH:24])=[O:23])=[CH:15][N:16]2[CH:19]2[CH2:21][CH2:20]2)=[CH:11][C:10]=1[F:26]. Product: [OH:23][CH2:22][CH:14]=[C:13]1[CH2:5][CH2:4][N:3]([C:9]2[N:18]=[C:17]3[C:12]([C:13](=[O:25])[C:14]([C:22]([OH:24])=[O:23])=[CH:15][N:16]3[CH:19]3[CH2:21][CH2:20]3)=[CH:11][C:10]=2[F:26])[CH2:6][CH2:7]1. The catalyst class is: 10. (5) Reactant: [CH2:1]([N:8](CC1C=CC=CC=1)[CH2:9][CH:10]=[C:11]([C:23]1[CH:28]=[CH:27][CH:26]=[C:25]([NH:29][C:30]([O:32][CH3:33])=[O:31])[CH:24]=1)[C:12]1[CH:17]=[CH:16][CH:15]=[C:14]([NH:18][C:19]([O:21][CH3:22])=[O:20])[CH:13]=1)[C:2]1[CH:7]=[CH:6][CH:5]=[CH:4][CH:3]=1.Cl.O1CCOCC1. Product: [CH2:1]([NH:8][CH2:9][CH2:10][CH:11]([C:23]1[CH:28]=[CH:27][CH:26]=[C:25]([NH:29][C:30]([O:32][CH3:33])=[O:31])[CH:24]=1)[C:12]1[CH:17]=[CH:16][CH:15]=[C:14]([NH:18][C:19]([O:21][CH3:22])=[O:20])[CH:13]=1)[C:2]1[CH:7]=[CH:6][CH:5]=[CH:4][CH:3]=1. The catalyst class is: 105. (6) Reactant: C1([C:4](=O)[CH:5](C)[C:6]#[N:7])CC1.[C:10]([O-])(=O)[CH3:11].[Na+].[CH2:15]([NH:17][NH2:18])[CH3:16].[C:19]([O-])(=O)[C:20]([O-])=O. Product: [CH:16]1([C:15]2[C:5]([CH3:4])=[C:6]([NH2:7])[N:18]([CH2:10][CH3:11])[N:17]=2)[CH2:20][CH2:19]1. The catalyst class is: 8.